From a dataset of Full USPTO retrosynthesis dataset with 1.9M reactions from patents (1976-2016). Predict the reactants needed to synthesize the given product. (1) Given the product [F:46][C:33]([F:32])([F:45])[O:34][C:35]1[CH:40]=[CH:39][C:38]([S:41]([NH:1][C:4]2[CH:5]=[C:6]3[C:10](=[CH:11][CH:12]=2)[N:9]([CH2:13][C:14]2[CH:22]=[CH:21][C:17]([C:18]([NH:30][CH2:29][CH2:28][C:27]([OH:26])=[O:31])=[O:20])=[CH:16][CH:15]=2)[CH:8]=[CH:7]3)(=[O:43])=[O:42])=[CH:37][CH:36]=1, predict the reactants needed to synthesize it. The reactants are: [N+:1]([C:4]1[CH:5]=[C:6]2[C:10](=[CH:11][CH:12]=1)[N:9]([CH2:13][C:14]1[CH:22]=[CH:21][C:17]([C:18]([OH:20])=O)=[CH:16][CH:15]=1)[CH:8]=[CH:7]2)([O-])=O.Cl.C([O:26][C:27](=[O:31])[CH2:28][CH2:29][NH2:30])C.[F:32][C:33]([F:46])([F:45])[O:34][C:35]1[CH:40]=[CH:39][C:38]([S:41](Cl)(=[O:43])=[O:42])=[CH:37][CH:36]=1. (2) Given the product [Cl:1][C:2]1[CH:7]=[CH:6][C:5]([S:8]([C:11]2([C:12]3[CH:17]=[C:16]([F:18])[CH:15]=[CH:14][C:13]=3[F:19])[CH2:36][CH2:35][O:34][CH2:33][CH2:32]2)(=[O:10])=[O:9])=[CH:4][CH:3]=1, predict the reactants needed to synthesize it. The reactants are: [Cl:1][C:2]1[CH:7]=[CH:6][C:5]([S:8]([CH2:11][C:12]2[CH:17]=[C:16]([F:18])[CH:15]=[CH:14][C:13]=2[F:19])(=[O:10])=[O:9])=[CH:4][CH:3]=1.CCCCCC.C([Li])CCC.Br[CH2:32][CH2:33][O:34][CH2:35][CH2:36]Br. (3) The reactants are: [C:1]([O:5][C:6]([N:8]1[CH2:13][CH2:12][N:11]([C:14]([C:16]2[CH:20]=[C:19]([CH3:21])[N:18]([C:22]3[CH:27]=[CH:26][CH:25]=[CH:24][CH:23]=3)[C:17]=2[C:28]2[CH:33]=[CH:32][CH:31]=[CH:30][CH:29]=2)=[O:15])[C@H:10]([CH2:34][N:35]([CH:43]([CH3:45])[CH3:44])[C:36](=O)[CH2:37][CH2:38][C:39]([OH:41])=O)[CH2:9]1)=[O:7])([CH3:4])([CH3:3])[CH3:2].CC[N:48]=C=NCCCN(C)C.Cl.CN(C=O)C.[OH2:63]. Given the product [NH2:48][C:39](=[O:41])[CH2:38][CH2:37][C:36]([N:35]([CH2:34][C@H:10]1[N:11]([C:14]([C:16]2[CH:20]=[C:19]([CH3:21])[N:18]([C:22]3[CH:23]=[CH:24][CH:25]=[CH:26][CH:27]=3)[C:17]=2[C:28]2[CH:29]=[CH:30][CH:31]=[CH:32][CH:33]=2)=[O:15])[CH2:12][CH2:13][N:8]([C:6]([O:5][C:1]([CH3:2])([CH3:3])[CH3:4])=[O:7])[CH2:9]1)[CH:43]([CH3:45])[CH3:44])=[O:63], predict the reactants needed to synthesize it. (4) Given the product [Cl:1][C:2]1[CH:7]=[N:6][C:5]([O:8][C:9]2[CH:14]=[CH:13][C:12]([F:15])=[CH:11][CH:10]=2)=[C:4]([CH:3]=1)[C:16]([NH:18][C@H:19]([C:21]1[CH:22]=[CH:23][C:24]([C:25]([NH:41][S:38]([C:34]2[CH:35]=[CH:36][CH:37]=[C:32]([O:31][CH3:30])[CH:33]=2)(=[O:39])=[O:40])=[O:26])=[CH:28][CH:29]=1)[CH3:20])=[O:17], predict the reactants needed to synthesize it. The reactants are: [Cl:1][C:2]1[CH:3]=[C:4]([C:16]([NH:18][C@H:19]([C:21]2[CH:29]=[CH:28][C:24]([C:25](O)=[O:26])=[CH:23][CH:22]=2)[CH3:20])=[O:17])[C:5]([O:8][C:9]2[CH:14]=[CH:13][C:12]([F:15])=[CH:11][CH:10]=2)=[N:6][CH:7]=1.[CH3:30][O:31][C:32]1[CH:33]=[C:34]([S:38]([NH2:41])(=[O:40])=[O:39])[CH:35]=[CH:36][CH:37]=1.